Dataset: Catalyst prediction with 721,799 reactions and 888 catalyst types from USPTO. Task: Predict which catalyst facilitates the given reaction. (1) Reactant: [CH3:1][C:2]([C:12]1[CH:17]=[CH:16][CH:15]=[CH:14][CH:13]=1)([CH3:11])[CH2:3][C:4]1([C:7]([F:10])([F:9])[F:8])[CH2:6][O:5]1.[NH2:18][C:19]1[CH:28]=[CH:27][CH:26]=[C:25]2[C:20]=1[CH:21]=[CH:22][C:23]([CH3:29])=[N:24]2. Product: [CH3:1][C:2]([C:12]1[CH:17]=[CH:16][CH:15]=[CH:14][CH:13]=1)([CH3:11])[CH2:3][C:4]([C:7]([F:10])([F:9])[F:8])([OH:5])[CH2:6][NH:18][C:19]1[CH:28]=[CH:27][CH:26]=[C:25]2[C:20]=1[CH:21]=[CH:22][C:23]([CH3:29])=[N:24]2. The catalyst class is: 195. (2) Reactant: [C:1]([C:9]1[CH:10]=[C:11]([CH:23]=[CH:24][CH:25]=1)[CH2:12][N+:13]12CN3CN(CN(C3)C1)C2)(=[O:8])[C:2]1[CH:7]=[CH:6][CH:5]=[CH:4][CH:3]=1.Cl. Product: [NH2:13][CH2:12][C:11]1[CH:10]=[C:9]([CH:25]=[CH:24][CH:23]=1)[C:1]([C:2]1[CH:7]=[CH:6][CH:5]=[CH:4][CH:3]=1)=[O:8]. The catalyst class is: 8. (3) Reactant: [Cl:1][C:2]1[C:10]([CH3:11])=[CH:9][C:5]([C:6]([OH:8])=O)=[CH:4][N:3]=1.Cl.[NH:13]1[CH2:16][CH2:15][CH2:14]1.CN(C(ON1N=NC2C=CC=NC1=2)=[N+](C)C)C.F[P-](F)(F)(F)(F)F.C(N(CC)C(C)C)(C)C.Cl. Product: [N:13]1([C:6]([C:5]2[CH:9]=[C:10]([CH3:11])[C:2]([Cl:1])=[N:3][CH:4]=2)=[O:8])[CH2:16][CH2:15][CH2:14]1. The catalyst class is: 4. (4) Reactant: Br[C:2]1[CH:3]=[C:4]([C:8]2[CH:38]=[C:11]3[N:12]=[C:13]([CH3:37])[C:14]([C@H:27]([O:32][C:33]([CH3:36])([CH3:35])[CH3:34])[C:28]([O:30][CH3:31])=[O:29])=[C:15]([N:16]4[CH2:21][CH2:20][C:19](/[CH:23]=[CH:24]/[CH:25]=[CH2:26])([CH3:22])[CH2:18][CH2:17]4)[N:10]3[N:9]=2)[CH:5]=[CH:6][CH:7]=1.[Cl:39][C:40]1[CH:41]=[CH:42][C:43]([OH:49])=[C:44](B(O)O)[CH:45]=1.C([O-])([O-])=O.[K+].[K+]. Product: [CH:23](/[C:19]1([CH3:22])[CH2:18][CH2:17][N:16]([C:15]2[N:10]3[N:9]=[C:8]([C:4]4[CH:3]=[C:2]([C:42]5[CH:41]=[C:40]([Cl:39])[CH:45]=[CH:44][C:43]=5[OH:49])[CH:7]=[CH:6][CH:5]=4)[CH:38]=[C:11]3[N:12]=[C:13]([CH3:37])[C:14]=2[C@H:27]([O:32][C:33]([CH3:36])([CH3:35])[CH3:34])[C:28]([O:30][CH3:31])=[O:29])[CH2:21][CH2:20]1)=[CH:24]\[CH:25]=[CH2:26]. The catalyst class is: 70. (5) Reactant: [Br:1][C:2]1[CH:7]=[CH:6][CH:5]=[CH:4][C:3]=1[C:8]([CH3:12])([CH3:11])[C:9]#[N:10].[OH-].[Na+].CC([OH:19])(C)C. Product: [Br:1][C:2]1[CH:7]=[CH:6][CH:5]=[CH:4][C:3]=1[C:8]([CH3:12])([CH3:11])[C:9]([NH2:10])=[O:19]. The catalyst class is: 2. (6) Reactant: C([Li])CCC.[CH:6]([S:9]([C:12]1[CH:17]=[CH:16][CH:15]=[CH:14][CH:13]=1)(=[O:11])=[O:10])([CH3:8])[CH3:7].[Br:18][CH2:19][CH2:20][CH2:21]Br. Product: [Br:18][CH2:19][CH2:20][CH2:21][C:6]([CH3:8])([S:9]([C:12]1[CH:17]=[CH:16][CH:15]=[CH:14][CH:13]=1)(=[O:10])=[O:11])[CH3:7]. The catalyst class is: 7. (7) Reactant: [CH3:1][S:2]([C:5]1[CH:36]=[CH:35][C:8]([CH2:9][NH:10][C:11]([C:13]2[C:14](=[O:34])[N:15]([C:24]3[CH:29]=[CH:28][CH:27]=[C:26]([C:30]([F:33])([F:32])[F:31])[CH:25]=3)[C:16]([CH3:23])=[C:17]([C:19](=[NH:22])[NH:20][OH:21])[CH:18]=2)=[O:12])=[CH:7][CH:6]=1)(=[O:4])=[O:3].[C:37](OC(=O)C)(=O)[CH3:38]. Product: [CH3:1][S:2]([C:5]1[CH:36]=[CH:35][C:8]([CH2:9][NH:10][C:11]([C:13]2[C:14](=[O:34])[N:15]([C:24]3[CH:29]=[CH:28][CH:27]=[C:26]([C:30]([F:31])([F:33])[F:32])[CH:25]=3)[C:16]([CH3:23])=[C:17]([C:19]3[N:22]=[C:37]([CH3:38])[O:21][N:20]=3)[CH:18]=2)=[O:12])=[CH:7][CH:6]=1)(=[O:3])=[O:4]. The catalyst class is: 11.